This data is from Catalyst prediction with 721,799 reactions and 888 catalyst types from USPTO. The task is: Predict which catalyst facilitates the given reaction. (1) Reactant: [CH3:1][C:2]1[CH:17]=[CH:16][C:5]([O:6][C:7]2[CH:8]=[C:9]([N+:13]([O-])=O)[CH:10]=[CH:11][CH:12]=2)=[CH:4][CH:3]=1. Product: [CH3:1][C:2]1[CH:17]=[CH:16][C:5]([O:6][C:7]2[CH:8]=[C:9]([CH:10]=[CH:11][CH:12]=2)[NH2:13])=[CH:4][CH:3]=1. The catalyst class is: 29. (2) Reactant: Cl[C:2]1[C:11]2[C:6](=[CH:7][N:8]=[CH:9][CH:10]=2)[CH:5]=[C:4]([C:12]2[CH:17]=[CH:16][N:15]=[C:14]([Cl:18])[CH:13]=2)[N:3]=1.C(N(CC)CC)C.[C:26]([O:30][C:31]([N:33]1[CH2:38][CH2:37][NH:36][CH2:35][CH2:34]1)=[O:32])([CH3:29])([CH3:28])[CH3:27]. Product: [C:26]([O:30][C:31]([N:33]1[CH2:38][CH2:37][N:36]([C:2]2[C:11]3[C:6](=[CH:7][N:8]=[CH:9][CH:10]=3)[CH:5]=[C:4]([C:12]3[CH:17]=[CH:16][N:15]=[C:14]([Cl:18])[CH:13]=3)[N:3]=2)[CH2:35][CH2:34]1)=[O:32])([CH3:29])([CH3:27])[CH3:28]. The catalyst class is: 621. (3) Reactant: [OH-].[Na+].[Cl:3][C:4]1[CH:5]=[C:6]([C:14]2[O:18][N:17]=[C:16]([C:19]3[CH:28]=[CH:27][CH:26]=[C:25]4[C:20]=3[CH:21]=[CH:22][N:23]=[C:24]4[CH2:29][CH2:30][CH2:31][C:32]([O:34]CC)=[O:33])[N:15]=2)[CH:7]=[CH:8][C:9]=1[O:10][CH:11]([CH3:13])[CH3:12]. Product: [Cl:3][C:4]1[CH:5]=[C:6]([C:14]2[O:18][N:17]=[C:16]([C:19]3[CH:28]=[CH:27][CH:26]=[C:25]4[C:20]=3[CH:21]=[CH:22][N:23]=[C:24]4[CH2:29][CH2:30][CH2:31][C:32]([OH:34])=[O:33])[N:15]=2)[CH:7]=[CH:8][C:9]=1[O:10][CH:11]([CH3:13])[CH3:12]. The catalyst class is: 252. (4) Reactant: B(Br)(Br)Br.C[O:6][C:7]1[CH:8]=[C:9]([C:13]2[NH:17][C:16]([C:18]3[CH:23]=[CH:22][N:21]=[C:20]([N:24]4[CH2:29][CH2:28][N:27]([CH:30]([CH3:32])[CH3:31])[CH2:26][CH2:25]4)[CH:19]=3)=[N:15][CH:14]=2)[CH:10]=[CH:11][CH:12]=1. Product: [OH:6][C:7]1[CH:8]=[C:9]([C:13]2[NH:17][C:16]([C:18]3[CH:23]=[CH:22][N:21]=[C:20]([N:24]4[CH2:25][CH2:26][N:27]([CH:30]([CH3:32])[CH3:31])[CH2:28][CH2:29]4)[CH:19]=3)=[N:15][CH:14]=2)[CH:10]=[CH:11][CH:12]=1. The catalyst class is: 4. (5) Reactant: [NH2:1][N:2]1[C:7](=[O:8])[C:6]([C:9]2[NH:14][C:13]3[CH:15]=[CH:16][CH:17]=[CH:18][C:12]=3[S:11](=[O:20])(=[O:19])[N:10]=2)=[C:5]([OH:21])[C:4]2[S:22][CH:23]=[CH:24][C:3]1=2.[CH3:25][CH:26]([CH3:29])[CH:27]=O. Product: [O:19]=[S:11]1(=[O:20])[C:12]2[CH:18]=[CH:17][CH:16]=[CH:15][C:13]=2[NH:14][C:9]([C:6]2[C:7](=[O:8])[N:2]([N:1]=[CH:25][CH:26]([CH3:29])[CH3:27])[C:3]3[CH:24]=[CH:23][S:22][C:4]=3[C:5]=2[OH:21])=[N:10]1. The catalyst class is: 80. (6) Reactant: [NH2:1][C:2]1[N:7]=[CH:6][C:5]([O:8][C:9]2[CH:10]=[C:11]([NH:15][C:16](=[O:27])[C:17]3[CH:22]=[CH:21][CH:20]=[C:19]([C:23]([F:26])([F:25])[F:24])[CH:18]=3)[CH:12]=[CH:13][CH:14]=2)=[CH:4][CH:3]=1.[CH2:28]([O:30][C:31]([N:33]=[C:34]=[S:35])=[O:32])[CH3:29].O. Product: [F:25][C:23]([F:26])([F:24])[C:19]1[CH:18]=[C:17]([CH:22]=[CH:21][CH:20]=1)[C:16]([NH:15][C:11]1[CH:10]=[C:9]([CH:14]=[CH:13][CH:12]=1)[O:8][C:5]1[CH:4]=[CH:3][C:2]([NH:1][C:34]([NH:33][C:31](=[O:32])[O:30][CH2:28][CH3:29])=[S:35])=[N:7][CH:6]=1)=[O:27]. The catalyst class is: 16. (7) Reactant: [CH3:1][C:2]([S:7]([C:10]1[CH:15]=[CH:14][CH:13]=[C:12]([C:16]([F:19])([F:18])[F:17])[CH:11]=1)(=[O:9])=[O:8])([CH3:6])[C:3](O)=[O:4].C(Cl)(=O)C(Cl)=O.C[N:27](C=O)C. Product: [CH3:1][C:2]([S:7]([C:10]1[CH:15]=[CH:14][CH:13]=[C:12]([C:16]([F:19])([F:18])[F:17])[CH:11]=1)(=[O:9])=[O:8])([CH3:6])[C:3]([NH2:27])=[O:4]. The catalyst class is: 2. (8) Reactant: [Si](OC1C=CC(B(O)O)=CC=1)(C(C)(C)C)(C)C.BrC1C(CC(OC)=O)=C(C2C=CC(O[Si](C(C)(C)C)(C)C)=CC=2)SC=1.ClC1C=CC=CC=1B(O)O.[Si]([O:60][C:61]1[CH:66]=[CH:65][C:64]([C:67]2[S:68][CH:69]=[C:70]([C:77]3[CH:82]=[CH:81][CH:80]=[CH:79][C:78]=3[Cl:83])[C:71]=2[CH2:72][C:73]([O:75][CH3:76])=[O:74])=[CH:63][CH:62]=1)(C(C)(C)C)(C)C.[F-].C([N+](CCCC)(CCCC)CCCC)CCC. Product: [Cl:83][C:78]1[CH:79]=[CH:80][CH:81]=[CH:82][C:77]=1[C:70]1[C:71]([CH2:72][C:73]([O:75][CH3:76])=[O:74])=[C:67]([C:64]2[CH:65]=[CH:66][C:61]([OH:60])=[CH:62][CH:63]=2)[S:68][CH:69]=1. The catalyst class is: 1. (9) Reactant: [CH3:1][O:2][C:3]1[CH:4]=[C:5]2[CH2:14][CH:13]([CH2:15][CH:16]3[CH2:21][CH2:20][N:19]([CH2:22][C:23]4[CH:24]=[CH:25][CH:26]=[CH:27][CH:28]=4)[CH2:18][CH2:17]3)[C:11](=[O:12])[C:6]2=[CH:7][C:8]=1[O:9][CH3:10].[C:29]([OH:36])(=[O:35])/[CH:30]=[CH:31]\[C:32]([OH:34])=[O:33].C(OCCC)CC. Product: [CH3:1][O:2][C:3]1[CH:4]=[C:5]2[CH2:14][CH:13]([CH2:15][CH:16]3[CH2:17][CH2:18][N:19]([CH2:22][C:23]4[CH:28]=[CH:27][CH:26]=[CH:25][CH:24]=4)[CH2:20][CH2:21]3)[C:11](=[O:12])[C:6]2=[CH:7][C:8]=1[O:9][CH3:10].[C:29]([O-:36])(=[O:35])/[CH:30]=[CH:31]\[C:32]([O-:34])=[O:33]. The catalyst class is: 8. (10) Reactant: [CH3:1][C:2]1[N:6]([CH2:7][C:8]2[C:16]3[O:15][C:14]([C:17]4[CH:22]=[CH:21][CH:20]=[CH:19][CH:18]=4)=[CH:13][C:12]=3[CH:11]=[C:10]([S:23]([CH3:26])(=[O:25])=[O:24])[CH:9]=2)[N:5]=[C:4]([C:27]([NH:29][CH2:30][CH:31]2[CH2:36][CH2:35][N:34](C(OC(C)(C)C)=O)[CH2:33][CH2:32]2)=[O:28])[CH:3]=1.[ClH:44]. Product: [ClH:44].[CH3:1][C:2]1[N:6]([CH2:7][C:8]2[C:16]3[O:15][C:14]([C:17]4[CH:18]=[CH:19][CH:20]=[CH:21][CH:22]=4)=[CH:13][C:12]=3[CH:11]=[C:10]([S:23]([CH3:26])(=[O:24])=[O:25])[CH:9]=2)[N:5]=[C:4]([C:27]([NH:29][CH2:30][CH:31]2[CH2:32][CH2:33][NH:34][CH2:35][CH2:36]2)=[O:28])[CH:3]=1. The catalyst class is: 12.